From a dataset of Experimentally validated miRNA-target interactions with 360,000+ pairs, plus equal number of negative samples. Binary Classification. Given a miRNA mature sequence and a target amino acid sequence, predict their likelihood of interaction. (1) The miRNA is cel-miR-55-3p with sequence UACCCGUAUAAGUUUCUGCUGAG. Result: 0 (no interaction). The protein sequence of the target gene is MGGFFSSIFSSLFGTREMRILILGLDGAGKTTILYRLQVGEVVTTIPTIGFNVETVTYKNLKFQVWDLGGQTSIRPYWRCYYSNTDAVIYVVDSCDRDRIGISKSELVAMLEEEELRKAILVVFANKQDMEQAMTSSEMANSLGLPALKDRKWQIFKTSATKGTGLDEAMEWLVETLKSRQ. (2) The miRNA is hsa-miR-4262 with sequence GACAUUCAGACUACCUG. The protein sequence of the target gene is MARQPYRFPQARIPERGSGVFRLTVRNAMAHRDSEMKEECLREDLKFYFMSPCEKYRARRQIPWKLGLQILKIVMVTTQLVRFGLSNQLVVAFKEDNTVAFKHLFLKGYSGTDEDDYSCSVYTQEDAYESIFFAINQYHQLKDITLGTLGYGENEDNRIGLKVCKQHYKKGTMFPSNETLNIDNDVELDCVQLDLQDLSKKPPDWKNSSFFRLEFYRLLQVEISFHLKGIDLQTIHSRELPDCYVFQNTIIFDNKAHSGKIKIYFDSDAKIEECKDLNIFGSTQKNAQYVLVFDAFVIVI.... Result: 0 (no interaction). (3) The miRNA is hsa-miR-369-3p with sequence AAUAAUACAUGGUUGAUCUUU. The protein sequence of the target gene is MAVQLVPDSALGLLMMTEGRRCQVHLLDDRKLELLVQPKLLAKELLDLVASHFNLKEKEYFGIAFTDETGHLNWLQLDRRVLEHDFPKKSGPVVLYFCVRFYIESISYLKDNATIELFFLNAKSCIYKELIDVDSEVVFELASYILQEAKGDFSSNEVVRSDLKKLPALPTQALKEHPSLAYCEDRVIEHYKKLNGQTRGQAIVNYMSIVESLPTYGVHYYAVKDKQGIPWWLGLSYKGIFQYDYHDKVKPRKIFQWRQLENLYFREKKFSVEVHDPRRASVTRRTFGHSGIAVHTWYAC.... Result: 0 (no interaction).